Dataset: Catalyst prediction with 721,799 reactions and 888 catalyst types from USPTO. Task: Predict which catalyst facilitates the given reaction. (1) Reactant: [NH:1]1[C:7]2[CH:8]=[CH:9][CH:10]=[CH:11][C:6]=2[CH2:5][CH2:4][CH2:3][C:2]1=[O:12].[Br:13]N1C(=O)CCC1=O. Product: [Br:13][C:10]1[CH:9]=[CH:8][C:7]2[NH:1][C:2](=[O:12])[CH2:3][CH2:4][CH2:5][C:6]=2[CH:11]=1. The catalyst class is: 42. (2) Reactant: [N:1]1[C:6]2[NH:7][C:8]3[C:13]([C:5]=2[CH:4]=[CH:3][CH:2]=1)=[CH:12][CH:11]=[C:10]([O:14][CH2:15][C:16]#[N:17])[CH:9]=3. Product: [N:1]1[C:6]2[NH:7][C:8]3[C:13]([C:5]=2[CH:4]=[CH:3][CH:2]=1)=[CH:12][CH:11]=[C:10]([O:14][CH2:15][CH2:16][NH2:17])[CH:9]=3. The catalyst class is: 403. (3) Reactant: [CH3:1][N:2]1[C:6]2[CH:7]=[CH:8][C:9]([B:11]3[O:15][C:14]([CH3:17])([CH3:16])[C:13]([CH3:19])([CH3:18])[O:12]3)=[CH:10][C:5]=2[NH:4][C:3]1=[O:20].IC.[C:23]([O-])([O-])=O.[K+].[K+]. Product: [CH3:1][N:2]1[C:6]2[CH:7]=[CH:8][C:9]([B:11]3[O:12][C:13]([CH3:19])([CH3:18])[C:14]([CH3:16])([CH3:17])[O:15]3)=[CH:10][C:5]=2[N:4]([CH3:23])[C:3]1=[O:20]. The catalyst class is: 3.